From a dataset of Forward reaction prediction with 1.9M reactions from USPTO patents (1976-2016). Predict the product of the given reaction. (1) Given the reactants [OH-].[Na+].[CH:3]1[CH:18]=[CH:17][CH:16]=[C:15]2[C:4]=1[CH2:5][C:6]1[C:14]3[CH:13]=[CH:12][CH:11]=[CH:10][C:9]=3[NH:8][C:7]=12.[CH3:19]I, predict the reaction product. The product is: [CH3:19][N:8]1[C:9]2[CH:10]=[CH:11][CH:12]=[CH:13][C:14]=2[C:6]2[CH2:5][C:4]3[C:15]([C:7]1=2)=[CH:16][CH:17]=[CH:18][CH:3]=3. (2) Given the reactants Cl[C:2]1[CH:7]=[CH:6][CH:5]=[C:4]([S:8][CH2:9][CH:10]2[CH2:12][CH2:11]2)[N:3]=1.C([O:15][C:16](=[O:38])[CH2:17][CH2:18][CH2:19][O:20][C:21]1[C:26]([F:27])=[CH:25][C:24](B2OC(C)(C)C(C)(C)O2)=[CH:23][C:22]=1[F:37])C, predict the reaction product. The product is: [CH:10]1([CH2:9][S:8][C:4]2[N:3]=[C:2]([C:24]3[CH:23]=[C:22]([F:37])[C:21]([O:20][CH2:19][CH2:18][CH2:17][C:16]([OH:38])=[O:15])=[C:26]([F:27])[CH:25]=3)[CH:7]=[CH:6][CH:5]=2)[CH2:12][CH2:11]1. (3) Given the reactants C(C=P(CCCC)(CCCC)CCCC)#N.[N+:17]([C:20]1[CH:25]=[CH:24][CH:23]=[CH:22][C:21]=1[S:26]([O:29][C:30]1[CH:35]=[CH:34][C:33]([CH:36](O)[CH2:37][N:38]([CH2:51][CH2:52][OH:53])[S:39]([C:42]2[CH:47]=[CH:46][CH:45]=[CH:44][C:43]=2[N+:48]([O-:50])=[O:49])(=[O:41])=[O:40])=[CH:32][CH:31]=1)(=[O:28])=[O:27])([O-:19])=[O:18], predict the reaction product. The product is: [N+:17]([C:20]1[CH:25]=[CH:24][CH:23]=[CH:22][C:21]=1[S:26]([O:29][C:30]1[CH:35]=[CH:34][C:33]([CH:36]2[O:53][CH2:52][CH2:51][N:38]([S:39]([C:42]3[CH:47]=[CH:46][CH:45]=[CH:44][C:43]=3[N+:48]([O-:50])=[O:49])(=[O:40])=[O:41])[CH2:37]2)=[CH:32][CH:31]=1)(=[O:27])=[O:28])([O-:19])=[O:18]. (4) Given the reactants [C:1]1([NH:7][C:8]2[N:13]=[C:12]([C:14](=[O:16])[CH3:15])[CH:11]=[CH:10][N:9]=2)[CH:6]=[CH:5][CH:4]=[CH:3][CH:2]=1.C1C(=O)N(Br)C(=O)C1.[ClH:25], predict the reaction product. The product is: [C:1]1([NH:7][C:8]2[N:13]=[C:12]([C:14](=[O:16])[CH2:15][Cl:25])[CH:11]=[CH:10][N:9]=2)[CH:2]=[CH:3][CH:4]=[CH:5][CH:6]=1. (5) The product is: [CH:1]([N:4]1[C:12]2[CH:11]=[C:10]([NH:13][C:14]3[CH:19]=[CH:18][N:17]=[C:16]([N:20]4[CH2:25][CH2:24][CH:23]([O:26][CH3:27])[CH2:22][CH2:21]4)[N:15]=3)[N:9]=[CH:8][C:7]=2[C:6]([C:28]#[N:30])=[CH:5]1)([CH3:3])[CH3:2]. Given the reactants [CH:1]([N:4]1[C:12]2[CH:11]=[C:10]([NH:13][C:14]3[CH:19]=[CH:18][N:17]=[C:16]([N:20]4[CH2:25][CH2:24][CH:23]([O:26][CH3:27])[CH2:22][CH2:21]4)[N:15]=3)[N:9]=[CH:8][C:7]=2[C:6]([C:28]([NH2:30])=O)=[CH:5]1)([CH3:3])[CH3:2], predict the reaction product. (6) The product is: [F:1][C:2]([F:31])([F:30])[C:3]1[CH:4]=[C:5]([CH:13]([O:15][CH:16]2[CH2:20][CH2:19][CH:18]([C:21]([Cl:35])=[O:22])[CH:17]2[C:24]2[CH:29]=[CH:28][CH:27]=[CH:26][CH:25]=2)[CH3:14])[CH:6]=[C:7]([C:9]([F:12])([F:11])[F:10])[CH:8]=1. Given the reactants [F:1][C:2]([F:31])([F:30])[C:3]1[CH:4]=[C:5]([CH:13]([O:15][CH:16]2[CH2:20][CH2:19][CH:18]([C:21](O)=[O:22])[CH:17]2[C:24]2[CH:29]=[CH:28][CH:27]=[CH:26][CH:25]=2)[CH3:14])[CH:6]=[C:7]([C:9]([F:12])([F:11])[F:10])[CH:8]=1.C(Cl)(=O)C([Cl:35])=O, predict the reaction product. (7) The product is: [C:1]([CH:3]1[CH2:6][N:5]([C:7](=[O:44])[C@H:8]([NH:10][C:11]([C:13]2[C:21]3[C:16](=[N:17][CH:18]=[C:19]([C:22]4[N:23]=[C:24]([S:32]([CH3:35])(=[O:34])=[O:33])[N:25]5[CH:30]=[C:29]([F:31])[CH:28]=[CH:27][C:26]=45)[N:20]=3)[NH:15][CH:14]=2)=[O:12])[CH3:9])[CH2:4]1)#[N:2]. Given the reactants [C:1]([CH:3]1[CH2:6][N:5]([C:7](=[O:44])[C@H:8]([NH:10][C:11]([C:13]2[C:21]3[C:16](=[N:17][CH:18]=[C:19]([C:22]4[N:23]=[C:24]([S:32]([CH3:35])(=[O:34])=[O:33])[N:25]5[CH:30]=[C:29]([F:31])[CH:28]=[CH:27][C:26]=45)[N:20]=3)[N:15](COCC[Si](C)(C)C)[CH:14]=2)=[O:12])[CH3:9])[CH2:4]1)#[N:2].FC(F)(F)C(O)=O, predict the reaction product.